Dataset: Full USPTO retrosynthesis dataset with 1.9M reactions from patents (1976-2016). Task: Predict the reactants needed to synthesize the given product. (1) Given the product [CH3:21][O:20][C:17]1[CH:18]=[C:19]2[C:14](=[CH:15][C:16]=1[O:22][CH3:23])[N:13]=[CH:12][CH:11]=[C:10]2[O:9][C:3]1[CH:4]=[CH:5][C:6]([NH2:8])=[N:7][CH:2]=1, predict the reactants needed to synthesize it. The reactants are: Cl[C:2]1[N:7]=[C:6]([NH2:8])[CH:5]=[CH:4][C:3]=1[O:9][C:10]1[C:19]2[C:14](=[CH:15][C:16]([O:22][CH3:23])=[C:17]([O:20][CH3:21])[CH:18]=2)[N:13]=[CH:12][CH:11]=1.CO.O1CCCC1.C(N(CC)CC)C. (2) Given the product [NH2:2][C@H:7]([C:6]([OH:5])=[O:13])[C@H:16]([CH2:17][CH3:18])[CH3:15], predict the reactants needed to synthesize it. The reactants are: C[N:2]1[CH2:7][CH2:6][O:5]CC1.C(Cl)(=[O:13])C(C)(C)C.[C:15](Cl)(=O)[CH2:16][C:17](C)(C)[CH3:18].Cl.S1CCNC1.S1CCNC1. (3) Given the product [CH3:3][NH:5][CH2:6][C:7]1[NH:8][C:9](=[O:16])[C:10]2[S:15][CH:14]=[CH:13][C:11]=2[N:12]=1, predict the reactants needed to synthesize it. The reactants are: FC(F)(F)[C:3]([N:5](C)[CH2:6][C:7]1[NH:8][C:9](=[O:16])[C:10]2[S:15][CH:14]=[CH:13][C:11]=2[N:12]=1)=O.C([O-])([O-])=O.[K+].[K+]. (4) Given the product [OH:30][C@@H:28]([C:29]1[CH:14]=[C:13]([C:10]2[CH:11]=[CH:12][C:7]([O:6][C:5]3[CH:25]=[CH:26][C:2]([F:1])=[CH:3][CH:4]=3)=[CH:8][CH:9]=2)[N:18]=[C:17]([C:19]([O:21][CH3:22])=[O:20])[CH:16]=1)[CH2:27][OH:31], predict the reactants needed to synthesize it. The reactants are: [F:1][C:2]1[CH:26]=[CH:25][C:5]([O:6][C:7]2[CH:12]=[CH:11][C:10]([C:13]3[N:18]=[C:17]([C:19]([O:21][CH3:22])=[O:20])[CH:16]=C(C=C)[CH:14]=3)=[CH:9][CH:8]=2)=[CH:4][CH:3]=1.[CH3:27][CH:28]([OH:30])[CH3:29].[OH2:31].